This data is from Full USPTO retrosynthesis dataset with 1.9M reactions from patents (1976-2016). The task is: Predict the reactants needed to synthesize the given product. Given the product [Cl:22][C:5]1[C:6]([NH:8][C:9]2[CH:14]=[CH:13][C:12]([O:15][CH3:16])=[CH:11][C:10]=2[NH:17][S:18]([CH3:21])(=[O:20])=[O:19])=[N:7][C:2]([NH:27][C:26]2[CH:28]=[C:29]([CH3:32])[CH:30]=[CH:31][C:25]=2[O:24][CH3:23])=[N:3][CH:4]=1, predict the reactants needed to synthesize it. The reactants are: Cl[C:2]1[N:7]=[C:6]([NH:8][C:9]2[CH:14]=[CH:13][C:12]([O:15][CH3:16])=[CH:11][C:10]=2[NH:17][S:18]([CH3:21])(=[O:20])=[O:19])[C:5]([Cl:22])=[CH:4][N:3]=1.[CH3:23][O:24][C:25]1[CH:31]=[CH:30][C:29]([CH3:32])=[CH:28][C:26]=1[NH2:27].